The task is: Predict the reaction yield, written as a fraction of the theoretical maximum amount of product (1.0 means a 100% yield; for example, 0.34 means a 34% yield).. This data is from Reaction yield outcomes from USPTO patents with 853,638 reactions. (1) The yield is 0.210. The product is [CH2:21]([C@@:8]1([C:5]2[CH:4]=[CH:3][C:2]([F:1])=[CH:7][CH:6]=2)[O:24][C:33](=[O:35])[N:11]([C@H:12]([C:14]2[CH:19]=[CH:18][CH:17]=[C:16]([F:20])[CH:15]=2)[CH3:13])[CH2:10][CH2:9]1)[CH:22]=[CH2:23]. The catalyst is C(Cl)Cl. The reactants are [F:1][C:2]1[CH:7]=[CH:6][C:5]([C:8]([OH:24])([CH2:21][CH:22]=[CH2:23])[CH2:9][CH2:10][NH:11][C@H:12]([C:14]2[CH:19]=[CH:18][CH:17]=[C:16]([F:20])[CH:15]=2)[CH3:13])=[CH:4][CH:3]=1.CCN(CC)CC.Cl[C:33](Cl)([O:35]C(=O)OC(Cl)(Cl)Cl)Cl. (2) The reactants are C([O:3][CH:4](OCC)[C:5]1[S:6][CH:7]=[C:8]([C:10]([O:12][CH3:13])=[O:11])[N:9]=1)C.Cl. The catalyst is CC(C)=O.C(Cl)Cl. The product is [CH:4]([C:5]1[S:6][CH:7]=[C:8]([C:10]([O:12][CH3:13])=[O:11])[N:9]=1)=[O:3]. The yield is 0.540.